The task is: Predict the reaction yield, written as a fraction of the theoretical maximum amount of product (1.0 means a 100% yield; for example, 0.34 means a 34% yield).. This data is from Reaction yield outcomes from USPTO patents with 853,638 reactions. (1) The reactants are C1N=CN(C(N2C=NC=C2)=O)C=1.[F:13][C:14]([F:27])([F:26])[C:15]1[N:20]=[CH:19][C:18](/[CH:21]=[CH:22]/[C:23]([OH:25])=O)=[CH:17][CH:16]=1.C1C=CC2N(O)N=NC=2C=1.Br.[Cl:39][C:40]1[C:49]([OH:50])=[C:48]([OH:51])[C:47]([Cl:52])=[C:46]2[C:41]=1[CH2:42][CH2:43][NH:44][CH2:45]2. The catalyst is CCOC(C)=O.O. The product is [Cl:39][C:40]1[C:49]([OH:50])=[C:48]([OH:51])[C:47]([Cl:52])=[C:46]2[C:41]=1[CH2:42][CH2:43][N:44]([C:23](=[O:25])/[CH:22]=[CH:21]/[C:18]1[CH:19]=[N:20][C:15]([C:14]([F:13])([F:27])[F:26])=[CH:16][CH:17]=1)[CH2:45]2. The yield is 0.550. (2) The reactants are C(OC([N:8]1[C:13]2[CH:14]=[CH:15][C:16]([N:18]([S:20]([CH3:23])(=[O:22])=[O:21])[CH3:19])=[CH:17][C:12]=2[S:11](=[O:25])(=[O:24])[CH:10]=[C:9]1[CH2:26][C:27]([O:29][CH2:30][CH3:31])=[O:28])=O)(C)(C)C. The catalyst is ClCCl.FC(F)(F)C(O)=O. The product is [CH2:30]([O:29][C:27](=[O:28])[CH2:26][C:9]1[NH:8][C:13]2[CH:14]=[CH:15][C:16]([N:18]([S:20]([CH3:23])(=[O:22])=[O:21])[CH3:19])=[CH:17][C:12]=2[S:11](=[O:25])(=[O:24])[CH:10]=1)[CH3:31]. The yield is 0.850. (3) The reactants are Cl[C:2]1[N:7]=[C:6]([NH:8][C:9]([C:11]2([C:14]3[CH:24]=[CH:23][C:17]4[O:18][C:19]([F:22])([F:21])[O:20][C:16]=4[CH:15]=3)[CH2:13][CH2:12]2)=[O:10])[CH:5]=[CH:4][C:3]=1[CH3:25].[CH3:26][O:27][C:28]1[CH:33]=[C:32](B2OC(C)(C)C(C)(C)O2)[CH:31]=[C:30]([CH3:43])[N:29]=1.C([O-])([O-])=O.[Na+].[Na+]. The catalyst is COCCOC.C(OCC)(=O)C.C1C=CC([P]([Pd]([P](C2C=CC=CC=2)(C2C=CC=CC=2)C2C=CC=CC=2)([P](C2C=CC=CC=2)(C2C=CC=CC=2)C2C=CC=CC=2)[P](C2C=CC=CC=2)(C2C=CC=CC=2)C2C=CC=CC=2)(C2C=CC=CC=2)C2C=CC=CC=2)=CC=1. The product is [F:21][C:19]1([F:22])[O:18][C:17]2[CH:23]=[CH:24][C:14]([C:11]3([C:9]([NH:8][C:6]4[N:7]=[C:2]([C:32]5[CH:31]=[C:30]([CH3:43])[N:29]=[C:28]([O:27][CH3:26])[CH:33]=5)[C:3]([CH3:25])=[CH:4][CH:5]=4)=[O:10])[CH2:13][CH2:12]3)=[CH:15][C:16]=2[O:20]1. The yield is 0.865. (4) The reactants are Br[C:2]1[CH:3]=[CH:4][C:5]2[N:9]=[C:8]([C@@H:10]3[CH2:14][CH2:13][CH2:12][N:11]3[C:15]([O:17][C:18]([CH3:21])([CH3:20])[CH3:19])=[O:16])[N:7]([CH2:22][O:23][CH2:24][CH2:25][Si:26]([CH3:29])([CH3:28])[CH3:27])[C:6]=2[CH:30]=1.[B:31]1([B:31]2[O:35][C:34]([CH3:37])([CH3:36])[C:33]([CH3:39])([CH3:38])[O:32]2)[O:35][C:34]([CH3:37])([CH3:36])[C:33]([CH3:39])([CH3:38])[O:32]1.C([O-])(=O)C.[K+]. The catalyst is O1CCOCC1. The product is [CH3:38][C:33]1([CH3:39])[C:34]([CH3:37])([CH3:36])[O:35][B:31]([C:2]2[CH:3]=[CH:4][C:5]3[N:9]=[C:8]([C@@H:10]4[CH2:14][CH2:13][CH2:12][N:11]4[C:15]([O:17][C:18]([CH3:21])([CH3:20])[CH3:19])=[O:16])[N:7]([CH2:22][O:23][CH2:24][CH2:25][Si:26]([CH3:29])([CH3:28])[CH3:27])[C:6]=3[CH:30]=2)[O:32]1. The yield is 0.810.